Dataset: CYP2C9 inhibition data for predicting drug metabolism from PubChem BioAssay. Task: Regression/Classification. Given a drug SMILES string, predict its absorption, distribution, metabolism, or excretion properties. Task type varies by dataset: regression for continuous measurements (e.g., permeability, clearance, half-life) or binary classification for categorical outcomes (e.g., BBB penetration, CYP inhibition). Dataset: cyp2c9_veith. (1) The compound is C=C(C)CN1CC[C@@]23c4c5ccc(O)c4O[C@H]2c2[nH]c4ccccc4c2C[C@]3(O)[C@@H]1C5. The result is 0 (non-inhibitor). (2) The molecule is S=C([S-])O[C@@H]1C[C@@H]2C[C@H]1[C@@H]1CCC[C@H]21.[K+]. The result is 1 (inhibitor).